From a dataset of Reaction yield outcomes from USPTO patents with 853,638 reactions. Predict the reaction yield, written as a fraction of the theoretical maximum amount of product (1.0 means a 100% yield; for example, 0.34 means a 34% yield). The reactants are [Br:1][C:2]1[CH:3]=[CH:4][C:5]([C:11]([F:14])([F:13])[F:12])=[C:6]([CH:10]=1)[C:7]([OH:9])=O.N[C:16]1(C)[CH:25]=[C:24](C)[CH:23]=[C:18]([C:19]([O:21][CH3:22])=[O:20])[CH2:17]1.C[N:29]([CH3:31])C.[CH3:32]CCP1(OP(CCC)(=O)OP(CCC)(=O)O1)=O. The catalyst is C(Cl)Cl. The product is [Br:1][C:2]1[CH:3]=[CH:4][C:5]([C:11]([F:14])([F:13])[F:12])=[C:6]([CH:10]=1)[C:7]([NH:29][C:31]1[C:17]([CH3:32])=[C:18]([CH:23]=[CH:24][C:25]=1[CH3:16])[C:19]([O:21][CH3:22])=[O:20])=[O:9]. The yield is 0.390.